Predict which catalyst facilitates the given reaction. From a dataset of Catalyst prediction with 721,799 reactions and 888 catalyst types from USPTO. (1) Reactant: [CH3:1][O:2][C:3](=[O:15])[C@H:4]([CH2:13][SH:14])[NH:5][C:6]([O:8][C:9]([CH3:12])([CH3:11])[CH3:10])=[O:7].[CH2:16]([C:23]1[O:24][C:25]2[CH:45]=[CH:44][CH:43]=[CH:42][C:26]=2[C:27]=1[C:28]1[CH:33]=[CH:32][C:31]([C:34]2[CH:39]=[CH:38][C:37]([CH2:40]Br)=[CH:36][CH:35]=2)=[CH:30][CH:29]=1)[C:17]1[CH:22]=[CH:21][CH:20]=[CH:19][CH:18]=1.C(=O)([O-])[O-].[Cs+].[Cs+].O. Product: [CH3:1][O:2][C:3](=[O:15])[C@@H:4]([NH:5][C:6]([O:8][C:9]([CH3:12])([CH3:10])[CH3:11])=[O:7])[CH2:13][S:14][CH2:40][C:37]1[CH:36]=[CH:35][C:34]([C:31]2[CH:30]=[CH:29][C:28]([C:27]3[C:26]4[CH:42]=[CH:43][CH:44]=[CH:45][C:25]=4[O:24][C:23]=3[CH2:16][C:17]3[CH:22]=[CH:21][CH:20]=[CH:19][CH:18]=3)=[CH:33][CH:32]=2)=[CH:39][CH:38]=1. The catalyst class is: 9. (2) Reactant: [N+:1]([C:4]1[CH:5]=[N:6][N:7]([C:9]2([C:13](OCC)=[O:14])[CH2:12][CH2:11][CH2:10]2)[CH:8]=1)([O-:3])=[O:2].[BH4-].[Li+].O. Product: [N+:1]([C:4]1[CH:5]=[N:6][N:7]([C:9]2([CH2:13][OH:14])[CH2:12][CH2:11][CH2:10]2)[CH:8]=1)([O-:3])=[O:2]. The catalyst class is: 7. (3) Reactant: [CH3:1][O:2][CH2:3][CH2:4][O:5][C:6]1[CH:7]=[CH:8][C:9](/[CH:26]=[CH:27]/[C:28](=[O:38])[NH:29][S:30]([CH2:33][CH2:34][CH2:35][CH2:36][CH3:37])(=[O:32])=[O:31])=[C:10]([CH:25]=1)[O:11][CH:12]1[CH2:17][CH2:16][N:15](C(OC(C)(C)C)=O)[CH2:14][CH2:13]1.C(OC(=O)C)C.[ClH:45]. Product: [ClH:45].[CH3:1][O:2][CH2:3][CH2:4][O:5][C:6]1[CH:7]=[CH:8][C:9](/[CH:26]=[CH:27]/[C:28]([NH:29][S:30]([CH2:33][CH2:34][CH2:35][CH2:36][CH3:37])(=[O:31])=[O:32])=[O:38])=[C:10]([O:11][CH:12]2[CH2:13][CH2:14][NH:15][CH2:16][CH2:17]2)[CH:25]=1. The catalyst class is: 13. (4) Reactant: [F:1][C:2]([F:9])([F:8])/[CH:3]=[CH:4]/[C:5](O)=[O:6].C(Cl)(=O)C(Cl)=O.[CH3:16][C:17]1[C:22]([N+:23]([O-:25])=[O:24])=[CH:21][N:20]=[C:19]([NH:26][CH2:27][CH2:28][NH2:29])[CH:18]=1.CCOP(O)N(C(C)C)C(C)C. Product: [F:1][C:2]([F:9])([F:8])/[CH:3]=[CH:4]/[C:5]([NH:29][CH2:28][CH2:27][NH:26][C:19]1[CH:18]=[C:17]([CH3:16])[C:22]([N+:23]([O-:25])=[O:24])=[CH:21][N:20]=1)=[O:6]. The catalyst class is: 4.